Dataset: Reaction yield outcomes from USPTO patents with 853,638 reactions. Task: Predict the reaction yield, written as a fraction of the theoretical maximum amount of product (1.0 means a 100% yield; for example, 0.34 means a 34% yield). (1) The reactants are [CH3:1][N:2]1[C:6](=[O:7])[C:5]2=[C:8]([C:12]3[CH:17]=[CH:16][C:15]([Br:18])=[CH:14][CH:13]=3)[O:9][C:10](=O)[C:4]2=[C:3]1[C:19]1[CH:24]=[CH:23][CH:22]=[CH:21][CH:20]=1.[NH2:25][C:26]1[CH:31]=[CH:30][CH:29]=[CH:28][CH:27]=1.C1CCC(N=C=NC2CCCCC2)CC1. The catalyst is FC(F)(F)C(O)=O.C(Cl)Cl. The product is [CH3:1][N:2]1[C:3]([C:19]2[CH:24]=[CH:23][CH:22]=[CH:21][CH:20]=2)=[C:4]2[C:5](=[C:8]([C:12]3[CH:17]=[CH:16][C:15]([Br:18])=[CH:14][CH:13]=3)[N:25]([C:26]3[CH:31]=[CH:30][CH:29]=[CH:28][CH:27]=3)[C:10]2=[O:9])[C:6]1=[O:7]. The yield is 0.550. (2) The reactants are [O:1]1[C:5]2[CH:6]=[CH:7][CH:8]=[CH:9][C:4]=2[CH:3]=[C:2]1[C:10]1[C:18]2[C:13](=[CH:14][CH:15]=[C:16]([C:19]([OH:21])=O)[CH:17]=2)[N:12](C2CCCCO2)[N:11]=1.F[P-](F)(F)(F)(F)F.N1(OC(N(C)C)=[N+](C)C)C2C=CC=CC=2N=N1.[CH3:52][N:53]([CH3:59])[CH2:54][CH2:55][CH2:56][CH2:57][NH2:58]. No catalyst specified. The product is [O:1]1[C:5]2[CH:6]=[CH:7][CH:8]=[CH:9][C:4]=2[CH:3]=[C:2]1[C:10]1[C:18]2[C:13](=[CH:14][CH:15]=[C:16]([C:19]([NH:58][CH2:57][CH2:56][CH2:55][CH2:54][N:53]([CH3:59])[CH3:52])=[O:21])[CH:17]=2)[NH:12][N:11]=1. The yield is 0.300.